Dataset: Catalyst prediction with 721,799 reactions and 888 catalyst types from USPTO. Task: Predict which catalyst facilitates the given reaction. (1) Product: [Cl:24][C:25]1[CH:26]=[C:27]([CH2:33][F:22])[C:28]([CH:31]=[CH2:32])=[N:29][CH:30]=1. Reactant: F.F.F.C(N(CC)CC)C.[B-](F)(F)(F)F.CCN([S+](F)[F:22])CC.[Cl:24][C:25]1[CH:26]=[C:27]([CH2:33]O)[C:28]([CH:31]=[CH2:32])=[N:29][CH:30]=1. The catalyst class is: 2. (2) Reactant: [Br:1][C:2]1[CH:3]=[C:4]2[C:9](=[CH:10][CH:11]=1)[O:8][CH:7]=[C:6]([CH:12]=O)[C:5]2=[O:14].[CH3:15][O:16][C:17]([C:19]#[C:20][C:21]([O:23][CH3:24])=[O:22])=[O:18].C1(P(C2C=CC=CC=2)C2C=CC=CC=2)C=CC=CC=1.[NH2:44][CH2:45][CH2:46][C:47]1[C:55]2[C:50](=[CH:51][CH:52]=[CH:53][CH:54]=2)[NH:49][CH:48]=1. Product: [CH3:15][O:16][C:17]([C:19]1[C:20]2([C:21]([O:23][CH3:24])=[O:22])[N:44]([CH2:45][CH2:46][C:47]3[C:55]4[C:50](=[CH:51][CH:52]=[CH:53][CH:54]=4)[NH:49][C:48]=32)[CH:7]=[C:6]([C:5](=[O:14])[C:4]2[CH:3]=[C:2]([Br:1])[CH:11]=[CH:10][C:9]=2[OH:8])[CH:12]=1)=[O:18]. The catalyst class is: 11. (3) Reactant: [Br:1][C:2]1[CH:7]=[CH:6][CH:5]=[C:4]([C:8]#[CH:9])[CH:3]=1.CN(C=O)C.I[C:16]1[CH:21]=[CH:20][C:19]([O:22][CH:23]([F:25])[F:24])=[CH:18][CH:17]=1.O. Product: [Br:1][C:2]1[CH:7]=[CH:6][CH:5]=[C:4]([C:8]#[C:9][C:16]2[CH:21]=[CH:20][C:19]([O:22][CH:23]([F:25])[F:24])=[CH:18][CH:17]=2)[CH:3]=1. The catalyst class is: 25. (4) Reactant: [CH2:1]([Li])CCC.[N:6]1([C:14]([O:16][C:17]([CH3:20])([CH3:19])[CH3:18])=[O:15])[CH2:9][CH:8]([C:10]([O:12][CH3:13])=[O:11])[CH2:7]1.IC. Product: [CH3:1][C:8]1([C:10]([O:12][CH3:13])=[O:11])[CH2:9][N:6]([C:14]([O:16][C:17]([CH3:20])([CH3:19])[CH3:18])=[O:15])[CH2:7]1. The catalyst class is: 1. (5) Reactant: Cl.[NH2:2][C@H:3]([C:6]([OH:8])=[O:7])[CH2:4][SH:5].C([O-])(=O)C.[K+].CO.[O:16]1[CH2:21][CH2:20][CH:19]([CH2:22][CH:23]=O)[CH2:18][CH2:17]1. Product: [O:16]1[CH2:21][CH2:20][CH:19]([CH2:22][C@@H:23]2[NH:2][CH:3]([C:6]([OH:8])=[O:7])[CH2:4][S:5]2)[CH2:18][CH2:17]1. The catalyst class is: 6. (6) Reactant: [Cl:1][C:2]1[N:7]=[C:6](Cl)[CH:5]=[C:4]([CH2:9][CH2:10][CH3:11])[N:3]=1.[CH3:12][C@H:13]1[NH:18][CH2:17][CH2:16][N:15]([C:19]([O:21][C:22]([CH3:25])([CH3:24])[CH3:23])=[O:20])[CH2:14]1.C(N(C(C)C)CC)(C)C. The catalyst class is: 22. Product: [Cl:1][C:2]1[N:7]=[C:6]([N:18]2[CH2:17][CH2:16][N:15]([C:19]([O:21][C:22]([CH3:25])([CH3:24])[CH3:23])=[O:20])[CH2:14][C@H:13]2[CH3:12])[CH:5]=[C:4]([CH2:9][CH2:10][CH3:11])[N:3]=1.